This data is from Retrosynthesis with 50K atom-mapped reactions and 10 reaction types from USPTO. The task is: Predict the reactants needed to synthesize the given product. (1) Given the product COc1ccc2sc(C(=O)Nc3ccc(C(=O)O)cc3)c(OC(C)C)c2c1, predict the reactants needed to synthesize it. The reactants are: COC(=O)c1ccc(NC(=O)c2sc3ccc(OC)cc3c2OC(C)C)cc1. (2) Given the product O=C(Cc1ccccc1)N1CCN(CCCCC2(C(=O)NCc3ccccc3)c3ccccc3-c3ccccc32)CC1, predict the reactants needed to synthesize it. The reactants are: O=C(Cc1ccccc1)N1CCNCC1.O=C(NCc1ccccc1)C1(CCCCBr)c2ccccc2-c2ccccc21. (3) Given the product CS(=O)(=O)c1ccc(Cn2c(C(=O)OCc3ccccn3)c(-c3ccccc3)c3cc(Br)ccc3c2=O)cc1, predict the reactants needed to synthesize it. The reactants are: CS(=O)(=O)c1ccc(Cn2c(C(=O)O)c(-c3ccccc3)c3cc(Br)ccc3c2=O)cc1.OCc1ccccn1. (4) Given the product CC(C)(C)c1ccc(CN(CCc2ccc(F)c(F)c2)C(=O)c2cccc3cc[nH]c23)cc1, predict the reactants needed to synthesize it. The reactants are: CC(C)(C)c1ccc(CNCCc2ccc(F)c(F)c2)cc1.O=C(O)c1cccc2cc[nH]c12. (5) Given the product O=C(Cc1ccccc1[N+](=O)[O-])Nn1nc(N2CCOCC2)c2ccccc2c1=O, predict the reactants needed to synthesize it. The reactants are: Nn1nc(N2CCOCC2)c2ccccc2c1=O.O=C(O)Cc1ccccc1[N+](=O)[O-]. (6) Given the product O=c1nc(OCCc2ccc(Oc3cccc(C(F)(F)F)c3)cc2)cc2n1CCc1ccccc1-2, predict the reactants needed to synthesize it. The reactants are: O=c1nc(Cl)cc2n1CCc1ccccc1-2.OCCc1ccc(Oc2cccc(C(F)(F)F)c2)cc1. (7) Given the product NCC1(C(=O)Nc2ccccn2)CCNCC1, predict the reactants needed to synthesize it. The reactants are: CC(C)(C)OC(=O)N1CCC(CN)(C(=O)Nc2ccccn2)CC1. (8) Given the product CS(=O)(=O)Nc1cccc2c(-c3ccccc3)c([N+](=O)[O-])oc12, predict the reactants needed to synthesize it. The reactants are: CS(=O)(=O)Cl.Nc1cccc2c(-c3ccccc3)c([N+](=O)[O-])oc12.